Dataset: Full USPTO retrosynthesis dataset with 1.9M reactions from patents (1976-2016). Task: Predict the reactants needed to synthesize the given product. (1) The reactants are: [CH3:1][O:2][CH2:3][CH2:4][CH2:5][O:6][C:7]1[CH:8]=[C:9]([CH:28]=[CH:29][C:30]=1[O:31][CH3:32])[CH2:10][C@H:11]([CH:25]([CH3:27])[CH3:26])[CH2:12][CH:13]([NH:17][C:18](=[O:24])[O:19][C:20]([CH3:23])([CH3:22])[CH3:21])[CH:14]1[CH2:16][O:15]1.[OH-].[NH4+:34]. Given the product [CH3:1][O:2][CH2:3][CH2:4][CH2:5][O:6][C:7]1[CH:8]=[C:9]([CH:28]=[CH:29][C:30]=1[O:31][CH3:32])[CH2:10][C@H:11]([CH:25]([CH3:27])[CH3:26])[CH2:12][C@H:13]([NH:17][C:18](=[O:24])[O:19][C:20]([CH3:23])([CH3:22])[CH3:21])[C@@H:14]([OH:15])[CH2:16][NH2:34], predict the reactants needed to synthesize it. (2) Given the product [N:19]1([CH2:24][C:25]2[CH:26]=[C:27]([CH:30]=[CH:31][CH:32]=2)[CH2:28][NH:1][C:2]2[CH:3]=[C:4]3[C:9](=[C:10]([CH3:12])[CH:11]=2)[CH:8]=[N:7][C:6]([NH:13][C:14]([NH:16][CH2:17][CH3:18])=[O:15])=[CH:5]3)[CH:23]=[N:22][CH:21]=[N:20]1, predict the reactants needed to synthesize it. The reactants are: [NH2:1][C:2]1[CH:3]=[C:4]2[C:9](=[C:10]([CH3:12])[CH:11]=1)[CH:8]=[N:7][C:6]([NH:13][C:14]([NH:16][CH2:17][CH3:18])=[O:15])=[CH:5]2.[N:19]1([CH2:24][C:25]2[CH:26]=[C:27]([CH:30]=[CH:31][CH:32]=2)[CH:28]=O)[CH:23]=[N:22][CH:21]=[N:20]1. (3) Given the product [Br:29][C:30]1[C:31]([F:40])=[C:32]2[C:38]([NH:39][C:1](=[O:6])[CH:2]([CH3:4])[CH3:3])=[CH:37][NH:36][C:33]2=[N:34][CH:35]=1, predict the reactants needed to synthesize it. The reactants are: [C:1]([OH:6])(=O)[CH:2]([CH3:4])[CH3:3].O=C1N(P(Cl)(N2CCOC2=O)=O)CCO1.C(N(CC)CC)C.[Br:29][C:30]1[C:31]([F:40])=[C:32]2[C:38]([NH2:39])=[CH:37][NH:36][C:33]2=[N:34][CH:35]=1.[Li+].[OH-].C([O-])([O-])=O.[Na+].[Na+].